The task is: Predict which catalyst facilitates the given reaction.. This data is from Catalyst prediction with 721,799 reactions and 888 catalyst types from USPTO. (1) Reactant: [CH2:1]([N:8]1[C:13]([CH3:15])([CH3:14])[CH2:12][O:11][C:10]([CH2:17][CH:18]=[O:19])([CH3:16])[C:9]1=[O:20])[C:2]1[CH:7]=[CH:6][CH:5]=[CH:4][CH:3]=1.[CH3:21][Mg]Br. Product: [CH2:1]([N:8]1[C:13]([CH3:15])([CH3:14])[CH2:12][O:11][C:10]([CH2:17][CH:18]([OH:19])[CH3:21])([CH3:16])[C:9]1=[O:20])[C:2]1[CH:3]=[CH:4][CH:5]=[CH:6][CH:7]=1. The catalyst class is: 7. (2) Reactant: CCN(C(C)C)C(C)C.S(Cl)(C1C=CC(C)=CC=1)(=O)=O.[NH2:21][C:22]1[C:23]2[C:30]([C:31]#[C:32][C:33]3[CH:38]=[C:37]([O:39][CH3:40])[CH:36]=[C:35]([O:41][CH3:42])[CH:34]=3)=[CH:29][N:28]([C@@H:43]3[CH2:47][N:46]([C:48]([O:50][C:51]([CH3:54])([CH3:53])[CH3:52])=[O:49])[C@H:45]([C:55]([NH:57][NH:58][C:59](=O)[CH2:60][N:61]([CH3:63])[CH3:62])=[O:56])[CH2:44]3)[C:24]=2[N:25]=[CH:26][N:27]=1.C(OCC)(=O)C. Product: [NH2:21][C:22]1[C:23]2[C:30]([C:31]#[C:32][C:33]3[CH:34]=[C:35]([O:41][CH3:42])[CH:36]=[C:37]([O:39][CH3:40])[CH:38]=3)=[CH:29][N:28]([C@@H:43]3[CH2:47][N:46]([C:48]([O:50][C:51]([CH3:52])([CH3:53])[CH3:54])=[O:49])[C@H:45]([C:55]4[O:56][C:59]([CH2:60][N:61]([CH3:63])[CH3:62])=[N:58][N:57]=4)[CH2:44]3)[C:24]=2[N:25]=[CH:26][N:27]=1. The catalyst class is: 47. (3) Reactant: [CH:1]1([CH2:6][C@H:7]([NH:11][C:12](=[O:18])[O:13][C:14]([CH3:17])([CH3:16])[CH3:15])[CH2:8][NH:9][CH3:10])[CH2:5][CH2:4][CH2:3][CH2:2]1.CCN(CC)CC.[C:26](Cl)([O:28][CH2:29][C:30]1[CH:35]=[CH:34][CH:33]=[CH:32][CH:31]=1)=[O:27].O. Product: [C:14]([O:13][C:12]([NH:11][C@@H:7]([CH2:6][CH:1]1[CH2:2][CH2:3][CH2:4][CH2:5]1)[CH2:8][N:9]([CH3:10])[C:26](=[O:27])[O:28][CH2:29][C:30]1[CH:35]=[CH:34][CH:33]=[CH:32][CH:31]=1)=[O:18])([CH3:17])([CH3:15])[CH3:16]. The catalyst class is: 2.